Dataset: Forward reaction prediction with 1.9M reactions from USPTO patents (1976-2016). Task: Predict the product of the given reaction. (1) Given the reactants [OH-].[Na+].[NH:3]([C:5]1[CH:10]=[CH:9][C:8]([S:11]([OH:14])(=[O:13])=[O:12])=[CH:7][CH:6]=1)[NH2:4].[C:15]([C:18]1[CH:23]=[CH:22][CH:21]=[CH:20][CH:19]=1)(=O)[CH3:16], predict the reaction product. The product is: [C:18]1(/[C:15](=[N:4]/[NH:3][C:5]2[CH:10]=[CH:9][C:8]([S:11]([OH:14])(=[O:12])=[O:13])=[CH:7][CH:6]=2)/[CH3:16])[CH:23]=[CH:22][CH:21]=[CH:20][CH:19]=1. (2) Given the reactants [CH2:1](N(C)CCO)[C:2]1[CH:7]=[CH:6][CH:5]=[CH:4][CH:3]=1.[NH:13]1[CH2:18][CH2:17][CH:16]([O:19][C:20](=[O:34])[NH:21][C:22]2[CH:27]=[CH:26][CH:25]=[CH:24][C:23]=2[C:28]2[CH:33]=[CH:32][CH:31]=[CH:30][CH:29]=2)[CH2:15][CH2:14]1, predict the reaction product. The product is: [CH2:1]([CH2:18][NH:13][CH2:14][CH2:15][N:13]1[CH2:14][CH2:15][CH:16]([O:19][C:20](=[O:34])[NH:21][C:22]2[CH:27]=[CH:26][CH:25]=[CH:24][C:23]=2[C:28]2[CH:33]=[CH:32][CH:31]=[CH:30][CH:29]=2)[CH2:17][CH2:18]1)[C:2]1[CH:3]=[CH:4][CH:5]=[CH:6][CH:7]=1. (3) Given the reactants [Br:1][C:2]1[CH:7]=[CH:6][C:5]([OH:8])=[C:4]([F:9])[CH:3]=1.Cl[C:11]([F:16])([F:15])C([O-])=O.[Na+].C(=O)([O-])[O-].[K+].[K+], predict the reaction product. The product is: [Br:1][C:2]1[CH:7]=[CH:6][C:5]([O:8][CH:11]([F:16])[F:15])=[C:4]([F:9])[CH:3]=1. (4) Given the reactants [CH3:1][O:2][C:3]1[CH:8]=[CH:7][CH:6]=[CH:5][C:4]=1[CH2:9][CH2:10][O:11][CH2:12][CH2:13][OH:14].N1C=CC=CC=1.[C:21]1([CH3:31])[CH:26]=[CH:25][C:24]([S:27](Cl)(=[O:29])=[O:28])=[CH:23][CH:22]=1, predict the reaction product. The product is: [C:21]1([CH3:31])[CH:26]=[CH:25][C:24]([S:27]([O:14][CH2:13][CH2:12][O:11][CH2:10][CH2:9][C:4]2[CH:5]=[CH:6][CH:7]=[CH:8][C:3]=2[O:2][CH3:1])(=[O:29])=[O:28])=[CH:23][CH:22]=1. (5) Given the reactants [N:1]1[CH:2]=[C:3]([S:10][C:11]2[CH:20]=[CH:19][C:14]3[N:15]=[C:16]([NH2:18])[S:17][C:13]=3[CH:12]=2)[N:4]2[CH:9]=[CH:8][CH:7]=[N:6][C:5]=12.[C:21]([O:25][C:26]([NH:28][CH2:29][C:30](O)=[O:31])=[O:27])([CH3:24])([CH3:23])[CH3:22].Cl.CN(C)CCCN=C=NCC, predict the reaction product. The product is: [CH3:24][C:21]([O:25][C:26](=[O:27])[NH:28][CH2:29][C:30]([NH:18][C:16]1[S:17][C:13]2[CH:12]=[C:11]([S:10][C:3]3[N:4]4[CH:9]=[CH:8][CH:7]=[N:6][C:5]4=[N:1][CH:2]=3)[CH:20]=[CH:19][C:14]=2[N:15]=1)=[O:31])([CH3:22])[CH3:23].